From a dataset of Reaction yield outcomes from USPTO patents with 853,638 reactions. Predict the reaction yield, written as a fraction of the theoretical maximum amount of product (1.0 means a 100% yield; for example, 0.34 means a 34% yield). (1) The catalyst is CN(C=O)C. The reactants are [CH3:1][N:2]([CH3:7])[CH2:3][CH:4]([NH2:6])[CH3:5].C(=O)([O-])[O-].[K+].[K+].F[C:15]1[CH:20]=[CH:19][C:18]([N+:21]([O-:23])=[O:22])=[CH:17][CH:16]=1. The yield is 0.814. The product is [CH3:1][N:2]([CH3:7])[CH2:3][CH:4]([NH:6][C:15]1[CH:20]=[CH:19][C:18]([N+:21]([O-:23])=[O:22])=[CH:17][CH:16]=1)[CH3:5]. (2) The reactants are [Br:1][C:2]1[C:3]([F:29])=[CH:4][C:5]2[CH:11]3[CH2:12][CH:9]([CH2:10]3)[N:8]3[C:13]([CH:20]([OH:27])[C:21]4[N:25]([CH3:26])[N:24]=[CH:23][CH:22]=4)=[C:14]([C:16]([O:18]C)=O)[N:15]=[C:7]3[C:6]=2[CH:28]=1.C[O-].[Na+].C([NH2:35])=O. No catalyst specified. The product is [Br:1][C:2]1[C:3]([F:29])=[CH:4][C:5]2[CH:11]3[CH2:12][CH:9]([CH2:10]3)[N:8]3[C:13]([CH:20]([OH:27])[C:21]4[N:25]([CH3:26])[N:24]=[CH:23][CH:22]=4)=[C:14]([C:16]([NH2:35])=[O:18])[N:15]=[C:7]3[C:6]=2[CH:28]=1. The yield is 0.900. (3) The reactants are COC1C=CC(C[O:8][C:9]2[CH:14]=[CH:13][C:12]([C:15]3[CH:23]=[CH:22][CH:21]=[C:20]4[C:16]=3[CH:17]=[CH:18][N:19]4[Si](C(C)C)(C(C)C)C(C)C)=[CH:11][C:10]=2[C:34]([C:36]2[CH:37]=[N:38][CH:39]=[CH:40][CH:41]=2)=[O:35])=CC=1.C(O)(C(F)(F)F)=O.C([O-])(O)=O.[Na+]. The catalyst is ClCCl.CSC. The product is [OH:8][C:9]1[CH:14]=[CH:13][C:12]([C:15]2[CH:23]=[CH:22][CH:21]=[C:20]3[C:16]=2[CH:17]=[CH:18][NH:19]3)=[CH:11][C:10]=1[C:34]([C:36]1[CH:37]=[N:38][CH:39]=[CH:40][CH:41]=1)=[O:35]. The yield is 0.140. (4) The reactants are Cl[C:2]1[CH:7]=[C:6]([O:8][C:9]2[CH:10]=[CH:11][C:12]([NH:16][C:17]([N:19]3[CH2:23][CH2:22][N:21]([CH:24]4[CH2:29][CH2:28][O:27][CH2:26][CH2:25]4)[C:20]3=[O:30])=[O:18])=[N:13][C:14]=2[CH3:15])[CH:5]=[CH:4][N:3]=1.C([O-])([O-])=O.[K+].[K+].[CH3:37][C:38]1[CH:43]=[C:42](B2OC(C)(C)C(C)(C)O2)[CH:41]=[CH:40][N:39]=1. The catalyst is O1CCOCC1.O.C1C=CC([P]([Pd]([P](C2C=CC=CC=2)(C2C=CC=CC=2)C2C=CC=CC=2)([P](C2C=CC=CC=2)(C2C=CC=CC=2)C2C=CC=CC=2)[P](C2C=CC=CC=2)(C2C=CC=CC=2)C2C=CC=CC=2)(C2C=CC=CC=2)C2C=CC=CC=2)=CC=1. The product is [CH3:15][C:14]1[N:13]=[C:12]([NH:16][C:17]([N:19]2[CH2:23][CH2:22][N:21]([CH:24]3[CH2:29][CH2:28][O:27][CH2:26][CH2:25]3)[C:20]2=[O:30])=[O:18])[CH:11]=[CH:10][C:9]=1[O:8][C:6]1[CH:5]=[CH:4][N:3]=[C:2]([C:42]2[CH:41]=[CH:40][N:39]=[C:38]([CH3:37])[CH:43]=2)[CH:7]=1. The yield is 0.350. (5) The reactants are [NH:1]1[C:9]2[C:4](=[CH:5][CH:6]=[CH:7][CH:8]=2)[C:3]([C:10]2[CH:20]=[CH:19][C:13]([C:14]([O:16][CH2:17][CH3:18])=[O:15])=[CH:12][CH:11]=2)=[N:2]1.CC[O-].[Na+].[CH2:25](Cl)[C:26]1[CH:31]=[CH:30][CH:29]=[CH:28][CH:27]=1. No catalyst specified. The product is [CH2:25]([N:2]1[C:3]([C:10]2[CH:20]=[CH:19][C:13]([C:14]([O:16][CH2:17][CH3:18])=[O:15])=[CH:12][CH:11]=2)=[C:4]2[C:9]([CH:8]=[CH:7][CH:6]=[CH:5]2)=[N:1]1)[C:26]1[CH:31]=[CH:30][CH:29]=[CH:28][CH:27]=1. The yield is 0.0880. (6) The reactants are C[O:2][C:3](=[O:20])[CH:4]([O:6][C:7]1[CH:12]=[CH:11][C:10]([O:13][CH:14]([C:16]([O:18]C)=[O:17])[CH3:15])=[CH:9][CH:8]=1)[CH3:5]. The catalyst is Cl. The product is [C:3]([CH:4]([O:6][C:7]1[CH:12]=[CH:11][C:10]([O:13][CH:14]([CH3:15])[C:16]([OH:18])=[O:17])=[CH:9][CH:8]=1)[CH3:5])([OH:20])=[O:2]. The yield is 0.388.